From a dataset of Reaction yield outcomes from USPTO patents with 853,638 reactions. Predict the reaction yield, written as a fraction of the theoretical maximum amount of product (1.0 means a 100% yield; for example, 0.34 means a 34% yield). The reactants are [OH:1][C:2]1([C:20]2[CH:25]=[CH:24][CH:23]=[CH:22][CH:21]=2)[CH2:19][CH:5]2[CH2:6][N:7](C(OCC3C=CC=CC=3)=O)[CH2:8][CH:4]2[CH2:3]1. The catalyst is C(O)C.[Pd]. The product is [C:20]1([C:2]2([OH:1])[CH2:19][CH:5]3[CH2:6][NH:7][CH2:8][CH:4]3[CH2:3]2)[CH:21]=[CH:22][CH:23]=[CH:24][CH:25]=1. The yield is 0.970.